Regression. Given two drug SMILES strings and cell line genomic features, predict the synergy score measuring deviation from expected non-interaction effect. From a dataset of NCI-60 drug combinations with 297,098 pairs across 59 cell lines. (1) Drug 1: CC1CCC2CC(C(=CC=CC=CC(CC(C(=O)C(C(C(=CC(C(=O)CC(OC(=O)C3CCCCN3C(=O)C(=O)C1(O2)O)C(C)CC4CCC(C(C4)OC)O)C)C)O)OC)C)C)C)OC. Drug 2: CCN(CC)CCCC(C)NC1=C2C=C(C=CC2=NC3=C1C=CC(=C3)Cl)OC. Cell line: HCT-15. Synergy scores: CSS=38.5, Synergy_ZIP=2.19, Synergy_Bliss=3.27, Synergy_Loewe=-3.48, Synergy_HSA=1.78. (2) Drug 2: CC1=C(C=C(C=C1)C(=O)NC2=CC(=CC(=C2)C(F)(F)F)N3C=C(N=C3)C)NC4=NC=CC(=N4)C5=CN=CC=C5. Synergy scores: CSS=19.3, Synergy_ZIP=-3.64, Synergy_Bliss=-0.652, Synergy_Loewe=-20.5, Synergy_HSA=-2.14. Cell line: NCI-H226. Drug 1: C1=CN(C(=O)N=C1N)C2C(C(C(O2)CO)O)O.Cl. (3) Drug 1: CN(C)C1=NC(=NC(=N1)N(C)C)N(C)C. Drug 2: CCN(CC)CCCC(C)NC1=C2C=C(C=CC2=NC3=C1C=CC(=C3)Cl)OC. Cell line: NCI-H226. Synergy scores: CSS=15.2, Synergy_ZIP=-2.71, Synergy_Bliss=8.65, Synergy_Loewe=-7.11, Synergy_HSA=6.15. (4) Drug 1: C1C(C(OC1N2C=C(C(=O)NC2=O)F)CO)O. Drug 2: CCN(CC)CCNC(=O)C1=C(NC(=C1C)C=C2C3=C(C=CC(=C3)F)NC2=O)C. Cell line: BT-549. Synergy scores: CSS=14.3, Synergy_ZIP=-1.53, Synergy_Bliss=2.36, Synergy_Loewe=-14.2, Synergy_HSA=-0.386.